This data is from Full USPTO retrosynthesis dataset with 1.9M reactions from patents (1976-2016). The task is: Predict the reactants needed to synthesize the given product. (1) The reactants are: C(OC(=O)[NH:7][CH:8]1[CH2:13][CH2:12][N:11]([CH2:14][CH2:15][N:16]2[C:25]3[C:20](=[CH:21][C:22]([C:26]#[N:27])=[CH:23][CH:24]=3)[N:19]=[CH:18][C:17]2=[O:28])[CH2:10][CH2:9]1)(C)(C)C.C(O)(C(F)(F)F)=O. Given the product [NH2:7][CH:8]1[CH2:13][CH2:12][N:11]([CH2:14][CH2:15][N:16]2[C:25]3[C:20](=[CH:21][C:22]([C:26]#[N:27])=[CH:23][CH:24]=3)[N:19]=[CH:18][C:17]2=[O:28])[CH2:10][CH2:9]1, predict the reactants needed to synthesize it. (2) Given the product [Br:52][CH2:53][CH2:54][O:55][C:30]1[CH:31]=[CH:32][C:2]([Cl:1])=[C:3]([CH:29]=1)[C:4]([NH2:6])=[O:5], predict the reactants needed to synthesize it. The reactants are: [Cl:1][C:2]1[CH:32]=[CH:31][CH:30]=[CH:29][C:3]=1[C:4]([NH:6]C(=O)NC1SC2C=C(S(CCNC3CCC3)(=O)=O)C=CC=2N=1)=[O:5].C1(P(C2C=CC=CC=2)C2C=CC=CC=2)C=CC=CC=1.[Br:52][CH2:53][CH2:54][OH:55].N(C(OC(C)(C)C)=O)=NC(OC(C)(C)C)=O. (3) Given the product [O:1]1[C:5]2[CH:6]=[CH:7][C:8]([CH:10]3[C:14]4[NH:15][C:16]5[CH:17]=[CH:18][CH:19]=[CH:20][C:21]=5[C:22](=[O:23])[C:13]=4[CH2:12][N:11]3[C:25]3[CH:30]=[CH:29][C:28]([N:31]4[CH:35]=[CH:34][N:33]=[CH:32]4)=[CH:27][CH:26]=3)=[CH:9][C:4]=2[O:3][CH2:2]1, predict the reactants needed to synthesize it. The reactants are: [O:1]1[C:5]2[CH:6]=[CH:7][C:8]([CH:10]3[C:14]4[NH:15][C:16]5[CH:17]=[CH:18][CH:19]=[CH:20][C:21]=5[C:22](=[O:23])[C:13]=4[CH2:12][NH:11]3)=[CH:9][C:4]=2[O:3][CH2:2]1.Br[C:25]1[CH:30]=[CH:29][C:28]([N:31]2[CH:35]=[CH:34][N:33]=[CH:32]2)=[CH:27][CH:26]=1.C1(C2C=CC=CC=2)C=CC=CC=1P(C(C)(C)C)C(C)(C)C.CC([O-])(C)C.[Na+]. (4) Given the product [F:14][C:11]1[CH:12]=[CH:13][C:8]([C:6]2[N:5]=[CH:4][N:3]=[C:2]([NH:17][C:18]3[CH:23]=[C:22]([CH2:24][OH:25])[CH:21]=[CH:20][N:19]=3)[CH:7]=2)=[C:9]([O:15][CH3:16])[CH:10]=1, predict the reactants needed to synthesize it. The reactants are: Cl[C:2]1[CH:7]=[C:6]([C:8]2[CH:13]=[CH:12][C:11]([F:14])=[CH:10][C:9]=2[O:15][CH3:16])[N:5]=[CH:4][N:3]=1.[NH2:17][C:18]1[CH:23]=[C:22]([CH2:24][OH:25])[CH:21]=[CH:20][N:19]=1.CC1(C)C2C=CC=C(P(C3C=CC=CC=3)C3C=CC=CC=3)C=2OC2C1=CC=CC=2P(C1C=CC=CC=1)C1C=CC=CC=1.C(=O)([O-])[O-].[Cs+].[Cs+].